Dataset: Reaction yield outcomes from USPTO patents with 853,638 reactions. Task: Predict the reaction yield, written as a fraction of the theoretical maximum amount of product (1.0 means a 100% yield; for example, 0.34 means a 34% yield). The reactants are [F:1][C:2]1[CH:3]=[C:4]([CH:6]=[CH:7][CH:8]=1)[NH2:5].C(N(C(C)C)C(C)C)C.[C:18]1(=[CH:22][C:23](Cl)=[O:24])[CH2:21][CH2:20][CH2:19]1. The catalyst is ClCCl. The product is [C:18]1(=[CH:22][C:23]([NH:5][C:4]2[CH:6]=[CH:7][CH:8]=[C:2]([F:1])[CH:3]=2)=[O:24])[CH2:21][CH2:20][CH2:19]1. The yield is 0.770.